From a dataset of Peptide-MHC class II binding affinity with 134,281 pairs from IEDB. Regression. Given a peptide amino acid sequence and an MHC pseudo amino acid sequence, predict their binding affinity value. This is MHC class II binding data. (1) The peptide sequence is VLLAFNCHERPYDLD. The MHC is DRB1_0405 with pseudo-sequence DRB1_0405. The binding affinity (normalized) is 0.587. (2) The peptide sequence is GAIWRIDPKKPLKGP. The MHC is DRB5_0101 with pseudo-sequence DRB5_0101. The binding affinity (normalized) is 0.660. (3) The peptide sequence is PETPNMDVIGERIKRIK. The MHC is DRB1_0404 with pseudo-sequence DRB1_0404. The binding affinity (normalized) is 0.234. (4) The peptide sequence is EKKYFAATQFELLAA. The MHC is HLA-DQA10501-DQB10201 with pseudo-sequence HLA-DQA10501-DQB10201. The binding affinity (normalized) is 0.597.